From a dataset of Full USPTO retrosynthesis dataset with 1.9M reactions from patents (1976-2016). Predict the reactants needed to synthesize the given product. (1) Given the product [CH3:3][O:4][N:5]([CH3:14])[C:6]([C:8]1[N:9]([S:15]([C:18]2[CH:24]=[CH:23][C:21]([CH3:22])=[CH:20][CH:19]=2)(=[O:17])=[O:16])[CH:10]=[C:11]([F:13])[CH:12]=1)=[O:7], predict the reactants needed to synthesize it. The reactants are: [H-].[Na+].[CH3:3][O:4][N:5]([CH3:14])[C:6]([C:8]1[NH:9][CH:10]=[C:11]([F:13])[CH:12]=1)=[O:7].[S:15](Cl)([C:18]1[CH:24]=[CH:23][C:21]([CH3:22])=[CH:20][CH:19]=1)(=[O:17])=[O:16]. (2) Given the product [C:31]([NH:34][C:35]1[CH:40]=[C:39]([C:2]2[CH:3]=[C:4]3[C:8](=[C:9]([C:11]([NH2:13])=[O:12])[CH:10]=2)[NH:7][CH:6]=[C:5]3[CH:14]2[CH2:15][CH2:16][N:17]([S:20]([CH2:23][CH3:24])(=[O:22])=[O:21])[CH2:18][CH2:19]2)[CH:38]=[CH:37][CH:36]=1)(=[O:33])[CH3:32], predict the reactants needed to synthesize it. The reactants are: Br[C:2]1[CH:3]=[C:4]2[C:8](=[C:9]([C:11]([NH2:13])=[O:12])[CH:10]=1)[NH:7][CH:6]=[C:5]2[CH:14]1[CH2:19][CH2:18][N:17]([S:20]([CH2:23][CH3:24])(=[O:22])=[O:21])[CH2:16][CH2:15]1.C(=O)([O-])[O-].[Cs+].[Cs+].[C:31]([NH:34][C:35]1[CH:36]=[C:37](B(O)O)[CH:38]=[CH:39][CH:40]=1)(=[O:33])[CH3:32].